Dataset: TCR-epitope binding with 47,182 pairs between 192 epitopes and 23,139 TCRs. Task: Binary Classification. Given a T-cell receptor sequence (or CDR3 region) and an epitope sequence, predict whether binding occurs between them. (1) Result: 1 (the TCR binds to the epitope). The epitope is YYRRATRRIR. The TCR CDR3 sequence is CASSYTQGANVLTF. (2) The epitope is TSNQVAVLY. The TCR CDR3 sequence is CATDGQSGSGSDEQFF. Result: 0 (the TCR does not bind to the epitope). (3) The TCR CDR3 sequence is CATTGPGGMNTEAFF. Result: 1 (the TCR binds to the epitope). The epitope is TLIGDCATV. (4) The epitope is SEVGPEHSLAEY. The TCR CDR3 sequence is CAISDGGGPSTDTQYF. Result: 0 (the TCR does not bind to the epitope).